This data is from TCR-epitope binding with 47,182 pairs between 192 epitopes and 23,139 TCRs. The task is: Binary Classification. Given a T-cell receptor sequence (or CDR3 region) and an epitope sequence, predict whether binding occurs between them. (1) The epitope is FRYMNSQGL. The TCR CDR3 sequence is CSVRGDFYEQYF. Result: 0 (the TCR does not bind to the epitope). (2) The epitope is FIAGLIAIV. The TCR CDR3 sequence is CASSEAGNNEQFF. Result: 1 (the TCR binds to the epitope). (3) The epitope is TSNQVAVLY. The TCR CDR3 sequence is CASSEDESYEQYF. Result: 0 (the TCR does not bind to the epitope). (4) The epitope is SGPLKAEIAQRLED. The TCR CDR3 sequence is CASSKGQANTGELFF. Result: 0 (the TCR does not bind to the epitope). (5) The epitope is VLWAHGFEL. The TCR CDR3 sequence is CASSLGWGFNQPQHF. Result: 1 (the TCR binds to the epitope). (6) The epitope is MLNIPSINV. The TCR CDR3 sequence is CASSLQGRGNQPQHF. Result: 1 (the TCR binds to the epitope). (7) The epitope is RLRAEAQVK. The TCR CDR3 sequence is CASTLDRLAFF. Result: 0 (the TCR does not bind to the epitope).